The task is: Predict the reaction yield, written as a fraction of the theoretical maximum amount of product (1.0 means a 100% yield; for example, 0.34 means a 34% yield).. This data is from Reaction yield outcomes from USPTO patents with 853,638 reactions. The reactants are [CH2:1]([O:8][C:9]1[CH:14]=[CH:13][C:12]([C:15]2[N:19]=[C:18]([CH2:20]O)[S:17][N:16]=2)=[CH:11][CH:10]=1)[C:2]1[CH:7]=[CH:6][CH:5]=[CH:4][CH:3]=1.P(Br)(Br)[Br:23].O. The catalyst is C1(C)C=CC=CC=1. The product is [CH2:1]([O:8][C:9]1[CH:14]=[CH:13][C:12]([C:15]2[N:19]=[C:18]([CH2:20][Br:23])[S:17][N:16]=2)=[CH:11][CH:10]=1)[C:2]1[CH:7]=[CH:6][CH:5]=[CH:4][CH:3]=1. The yield is 0.680.